Dataset: Full USPTO retrosynthesis dataset with 1.9M reactions from patents (1976-2016). Task: Predict the reactants needed to synthesize the given product. (1) Given the product [CH3:1][O:2][C:3]1[CH:4]=[C:5]2[C:31](=[CH:32][C:33]=1[O:34][CH3:35])[CH:9]1[O:10][CH2:11][C:12]([C:25]3[CH:30]=[CH:29][CH:28]=[CH:27][CH:26]=3)([C:14]3[CH:15]=[CH:16][C:17]([N:20]4[CH2:24][CH2:23][CH2:22][CH2:21]4)=[CH:18][CH:19]=3)[CH:13]=[C:8]1[CH:7]=[C:6]2[C:36]1[CH:37]=[CH:38][C:39]([C:42]2[CH:47]=[CH:46][C:45]([O:48][C:52](=[O:53])[C:51]3[CH:55]=[CH:56][C:57]([F:59])=[CH:58][C:50]=3[F:49])=[CH:44][CH:43]=2)=[CH:40][CH:41]=1, predict the reactants needed to synthesize it. The reactants are: [CH3:1][O:2][C:3]1[CH:4]=[C:5]2[C:31](=[CH:32][C:33]=1[O:34][CH3:35])[CH:9]1[O:10][CH2:11][C:12]([C:25]3[CH:30]=[CH:29][CH:28]=[CH:27][CH:26]=3)([C:14]3[CH:19]=[CH:18][C:17]([N:20]4[CH2:24][CH2:23][CH2:22][CH2:21]4)=[CH:16][CH:15]=3)[CH:13]=[C:8]1[CH:7]=[C:6]2[C:36]1[CH:41]=[CH:40][C:39]([C:42]2[CH:47]=[CH:46][C:45]([OH:48])=[CH:44][CH:43]=2)=[CH:38][CH:37]=1.[F:49][C:50]1[CH:58]=[C:57]([F:59])[CH:56]=[CH:55][C:51]=1[C:52](O)=[O:53].C1(N=C=NC2CCCCC2)CCCCC1. (2) The reactants are: [C:1]([Si:5]([CH3:30])([CH3:29])[O:6][C:7]1[CH:12]=[CH:11][C:10]([C:13]2[C:17]([C:18]3[CH:23]=[CH:22][CH:21]=[CH:20][CH:19]=3)=[C:16]([C:24]3([CH:27]=[O:28])[CH2:26][CH2:25]3)[O:15][N:14]=2)=[CH:9][CH:8]=1)([CH3:4])([CH3:3])[CH3:2].[CH2:31]([Mg]Br)[CH3:32].[Cl-].[NH4+]. Given the product [C:1]([Si:5]([CH3:30])([CH3:29])[O:6][C:7]1[CH:8]=[CH:9][C:10]([C:13]2[C:17]([C:18]3[CH:23]=[CH:22][CH:21]=[CH:20][CH:19]=3)=[C:16]([C:24]3([CH:27]([OH:28])[CH2:31][CH3:32])[CH2:26][CH2:25]3)[O:15][N:14]=2)=[CH:11][CH:12]=1)([CH3:4])([CH3:3])[CH3:2], predict the reactants needed to synthesize it. (3) The reactants are: [Br:1][C:2]1[C:3]([OH:10])=[C:4]([CH:7]=[CH:8][CH:9]=1)[CH:5]=[O:6].[CH:11]([Mg]Cl)=[CH2:12].[Cl-].[NH4+]. Given the product [Br:1][C:2]1[CH:9]=[CH:8][CH:7]=[C:4]([CH:5]([OH:6])[CH:11]=[CH2:12])[C:3]=1[OH:10], predict the reactants needed to synthesize it. (4) Given the product [C:11]([N:14]([CH2:28][C:29]1[CH:34]=[CH:33][CH:32]=[CH:31][C:30]=1[C:35](=[O:37])[CH3:36])[C:15]1[CH:20]=[CH:19][CH:18]=[CH:17][C:16]=1[O:21][C:22]1[CH:27]=[CH:26][CH:25]=[CH:24][CH:23]=1)(=[O:13])[CH3:12], predict the reactants needed to synthesize it. The reactants are: C(Cl)(=O)C(Cl)=O.CS(C)=O.[C:11]([N:14]([CH2:28][C:29]1[CH:34]=[CH:33][CH:32]=[CH:31][C:30]=1[CH:35]([OH:37])[CH3:36])[C:15]1[CH:20]=[CH:19][CH:18]=[CH:17][C:16]=1[O:21][C:22]1[CH:27]=[CH:26][CH:25]=[CH:24][CH:23]=1)(=[O:13])[CH3:12].[Cl-].[NH4+]. (5) Given the product [CH2:35]([O:42][C:43]([NH:45][C@H:46]1[CH2:50][CH2:49][N:48]([C@H:51]2[CH2:56][CH2:55][C@@H:54]([N:57]([CH:59]([CH3:61])[CH3:60])[CH3:58])[CH2:53][C@H:52]2[C:62]([OH:64])=[O:63])[C:47]1=[O:67])=[O:44])[C:36]1[CH:41]=[CH:40][CH:39]=[CH:38][CH:37]=1, predict the reactants needed to synthesize it. The reactants are: C(OC(N[C@H]1CCN([C@H]2CCC(=O)C[C@H]2C(OCC)=O)C1=O)=O)C1C=CC=CC=1.C(NC)(C)C.[CH2:35]([O:42][C:43]([NH:45][C@H:46]1[CH2:50][CH2:49][N:48]([C@H:51]2[CH2:56][CH2:55][C@@H:54]([N:57]([CH:59]([CH3:61])[CH3:60])[CH3:58])[CH2:53][C@H:52]2[C:62]([O:64]CC)=[O:63])[C:47]1=[O:67])=[O:44])[C:36]1[CH:41]=[CH:40][CH:39]=[CH:38][CH:37]=1.[OH-].[Na+]. (6) Given the product [NH2:8][C@H:9]([CH2:29][C:30]1[CH:35]=[CH:34][C:33]([Cl:36])=[C:32]([Cl:37])[CH:31]=1)[C:10]([N:12]1[CH2:13][CH2:14][C:15]([CH:23]2[CH2:28][CH2:27][CH2:26][CH2:25][CH2:24]2)([C:18]([O:20][CH2:21][CH3:22])=[O:19])[CH2:16][CH2:17]1)=[O:11], predict the reactants needed to synthesize it. The reactants are: C(OC([NH:8][C@H:9]([CH2:29][C:30]1[CH:35]=[CH:34][C:33]([Cl:36])=[C:32]([Cl:37])[CH:31]=1)[C:10]([N:12]1[CH2:17][CH2:16][C:15]([CH:23]2[CH2:28][CH2:27][CH2:26][CH2:25][CH2:24]2)([C:18]([O:20][CH2:21][CH3:22])=[O:19])[CH2:14][CH2:13]1)=[O:11])=O)(C)(C)C.ClCCl.FC(F)(F)C(O)=O.[OH-].[Na+].